This data is from Peptide-MHC class I binding affinity with 185,985 pairs from IEDB/IMGT. The task is: Regression. Given a peptide amino acid sequence and an MHC pseudo amino acid sequence, predict their binding affinity value. This is MHC class I binding data. (1) The peptide sequence is RTTSAVGDV. The MHC is HLA-A02:01 with pseudo-sequence HLA-A02:01. The binding affinity (normalized) is 0.0956. (2) The peptide sequence is GPLRMVLAF. The MHC is HLA-B35:01 with pseudo-sequence HLA-B35:01. The binding affinity (normalized) is 0.342. (3) The binding affinity (normalized) is 0.0847. The peptide sequence is QVGIFLICK. The MHC is HLA-A02:03 with pseudo-sequence HLA-A02:03. (4) The peptide sequence is IISYIILFI. The MHC is HLA-A02:03 with pseudo-sequence HLA-A02:03. The binding affinity (normalized) is 0.624. (5) The peptide sequence is KQINPPTVY. The MHC is HLA-B57:01 with pseudo-sequence HLA-B57:01. The binding affinity (normalized) is 0.0847. (6) The peptide sequence is VRNTTARAF. The MHC is HLA-B15:01 with pseudo-sequence HLA-B15:01. The binding affinity (normalized) is 0.468. (7) The peptide sequence is GLNKIVRMY. The MHC is HLA-B51:01 with pseudo-sequence HLA-B51:01. The binding affinity (normalized) is 0. (8) The peptide sequence is STMPLVMAWR. The MHC is HLA-A31:01 with pseudo-sequence HLA-A31:01. The binding affinity (normalized) is 0.986. (9) The peptide sequence is NTNQGNILM. The MHC is HLA-A68:02 with pseudo-sequence HLA-A68:02. The binding affinity (normalized) is 0.399.